This data is from Full USPTO retrosynthesis dataset with 1.9M reactions from patents (1976-2016). The task is: Predict the reactants needed to synthesize the given product. (1) The reactants are: [CH3:1][OH:2].[C:3](Cl)(=[O:5])[CH3:4].C(C1[C:13]2[CH:14]=[CH:15][CH:16]=[CH:17][C:12]=2[S:11](=[O:19])(=[O:18])[N:10]1[CH2:20][C:21]1[CH:26]=[CH:25][C:24]([O:27][CH3:28])=[CH:23][CH:22]=1)#N. Given the product [CH3:1][O:2][C:3]([CH:4]1[C:13]2[CH:14]=[CH:15][CH:16]=[CH:17][C:12]=2[S:11](=[O:19])(=[O:18])[N:10]1[CH2:20][C:21]1[CH:26]=[CH:25][C:24]([O:27][CH3:28])=[CH:23][CH:22]=1)=[O:5], predict the reactants needed to synthesize it. (2) Given the product [NH2:1][C:2]1[C:11]([O:12][CH3:13])=[CH:10][C:5]([C:6]([OH:8])=[O:7])=[C:4]([F:14])[CH:3]=1, predict the reactants needed to synthesize it. The reactants are: [NH2:1][C:2]1[C:11]([O:12][CH3:13])=[CH:10][C:5]([C:6]([O:8]C)=[O:7])=[C:4]([F:14])[CH:3]=1.[OH-].[Na+]. (3) Given the product [F:38][C:39]1[CH:40]=[C:41]([CH:45]=[CH:46][C:47]=1[F:48])[C:42]([N:28]1[CH2:27][CH2:26][N:25]([CH2:24][CH2:23][N:20]2[C:9]3[N:10]=[C:11]([C:13]4[CH:14]=[C:15]([OH:19])[CH:16]=[CH:17][CH:18]=4)[N:12]=[C:7]([N:1]4[CH2:2][CH2:3][O:4][CH2:5][CH2:6]4)[C:8]=3[N:22]=[N:21]2)[CH2:30][CH2:29]1)=[O:43], predict the reactants needed to synthesize it. The reactants are: [N:1]1([C:7]2[C:8]3[N:22]=[N:21][N:20]([CH2:23][CH2:24][N:25]4[CH2:30][CH2:29][NH:28][CH2:27][CH2:26]4)[C:9]=3[N:10]=[C:11]([C:13]3[CH:14]=[C:15]([OH:19])[CH:16]=[CH:17][CH:18]=3)[N:12]=2)[CH2:6][CH2:5][O:4][CH2:3][CH2:2]1.CCN(CC)CC.[F:38][C:39]1[CH:40]=[C:41]([CH:45]=[CH:46][C:47]=1[F:48])[C:42](Cl)=[O:43]. (4) Given the product [CH3:12][C:13]1([CH3:32])[O:17][CH:16]([CH2:18][O:19][C:20]2[C:21]([CH3:31])=[CH:22][C:23]([C:24]3[N:26]=[C:8]([C:6]4[S:7][C:3]([CH:1]=[O:2])=[C:4]([CH3:11])[CH:5]=4)[O:10][N:25]=3)=[CH:28][C:29]=2[CH3:30])[CH2:15][O:14]1, predict the reactants needed to synthesize it. The reactants are: [CH:1]([C:3]1[S:7][C:6]([C:8]([OH:10])=O)=[CH:5][C:4]=1[CH3:11])=[O:2].[CH3:12][C:13]1([CH3:32])[O:17][CH:16]([CH2:18][O:19][C:20]2[C:29]([CH3:30])=[CH:28][C:23]([C:24]([NH:26]O)=[NH:25])=[CH:22][C:21]=2[CH3:31])[CH2:15][O:14]1.